This data is from Forward reaction prediction with 1.9M reactions from USPTO patents (1976-2016). The task is: Predict the product of the given reaction. Given the reactants [OH:1][C:2]1[CH:3]=[C:4]([CH2:8][CH2:9][NH:10][C:11]([C@:13]23[CH2:39][CH2:38][C@@H:37]([C:40]([CH3:42])=[CH2:41])[CH:14]2[CH:15]2[C@@:28]([CH3:31])([CH2:29][CH2:30]3)[C@@:27]3([CH3:32])[CH:18]([C@:19]4([CH3:36])[CH:24]([CH2:25][CH2:26]3)[C:23]([CH3:34])([CH3:33])[C@@H:22]([OH:35])[CH2:21][CH2:20]4)[CH2:17][CH2:16]2)=[O:12])[CH:5]=[CH:6][CH:7]=1.[O:43]1[CH2:45][CH:44]1[C:46]1[CH:54]=[CH:53][C:49]([C:50]([OH:52])=[O:51])=[CH:48][CH:47]=1.C([O-])([O-])=O.[Cs+].[Cs+].O, predict the reaction product. The product is: [OH:43][CH:44]([C:46]1[CH:54]=[CH:53][C:49]([C:50]([OH:52])=[O:51])=[CH:48][CH:47]=1)[CH2:45][O:1][C:2]1[CH:7]=[CH:6][CH:5]=[C:4]([CH2:8][CH2:9][NH:10][C:11]([C@:13]23[CH2:39][CH2:38][C@@H:37]([C:40]([CH3:42])=[CH2:41])[CH:14]2[CH:15]2[C@@:28]([CH3:31])([CH2:29][CH2:30]3)[C@@:27]3([CH3:32])[CH:18]([C@:19]4([CH3:36])[CH:24]([CH2:25][CH2:26]3)[C:23]([CH3:33])([CH3:34])[C@@H:22]([OH:35])[CH2:21][CH2:20]4)[CH2:17][CH2:16]2)=[O:12])[CH:3]=1.